From a dataset of Human Reference Interactome with 51,813 positive PPI pairs across 8,248 proteins, plus equal number of experimentally-validated negative pairs. Binary Classification. Given two protein amino acid sequences, predict whether they physically interact or not. (1) Protein 1 (ENSG00000157216) has sequence MFAKGKGSAVPSDGQAREKLALYVYEYLLHVGAQKSAQTFLSEIRWEKNITLGEPPGFLHSWWCVFWDLYCAAPERRDTCEHSSEAKAFHDYSAAAAPSPVLGNIPPNDGMPGGPIPPGFFQGPPGSQPSPHAQPPPHNPSSMMGPHSQPPGGVPGTQPLLPNSMDPTRQQGHPNMGGSMQRMNPPRGMGPMGPGPQNYGSGMRPPPNSLGPAMPGINMGPGAGRPWPNPNSANSIPYSSSSPGTYVGPPGGGGPPGTPIMPSPADSTNSSDNIYTMINPVPPGGSRSNFPMGPGSDGPM.... Protein 2 (ENSG00000198865) has sequence MDQSSEGCMKKISSVNLDKLINDFSQIEKKMVETNGKNNILDIQLEKSNCLLKVMQAKEVSIKEECATLHNIIKGLQQTIEYQQNLKGENEQLKISADLIKEKLKSHEQEYKNNIAKLVSEMKIKEEGYKKEISKLYQDMQRKVELNEEKHKELIEKKEMEISELNAKLRSQEKEKQNEIIKLQLEFDAKLARVQTKSKSYQDSTVLPQSIYRRKLQHFQEEKNKEIAILRNTIRDLEQRLSVGKDSHLKRRRF*MDQSSEGCMKKISSVNLDKLINDFSQIEKKMVETNGKNNILDIQL.... Result: 0 (the proteins do not interact). (2) Protein 1 (ENSG00000205078) has sequence MAGKLKPLNVEAPEATEEAEGQAKSLKTEDLLAMVIKLQKEGSLEPQIEDLISRINDLQQAKKKSSEELRETHSLWEALHRELDSLNGEKVHLEEVLGKKQEALRILQMHCQEKESEAQRLDVRGQLEDLMGQHKDLWEFHMLEQRLAREIRALERSKEQLLSERRLVRAKLREVERRLHSPPEVEGAMAVNDGLKAELEIFGEQVRSAPEVGAGEGEAGPELPRARDEEDPEPPVAAPDAL*IFGEQVRSAPEVGAGEGEPPAGRT*. Protein 2 (ENSG00000242259) has sequence MADGSGWQPPRPCEAYRAEWKLCRSARHFLHHYYVHGERPACEQWQRDLASCRDWEERRNAEAQQSLCESERARVRAARKHILVWAPRQSPPPDWHLPLPQEKDE*MCRCSLVLLSVDHEVPFSSFFIGWRTEGRAWRAGRPDMADGSGWQPPRPCEAYRAEWKLCRSARHFLHHYYVHGERPACEQWQRDLASCRDWEERRNAEAQQSLCESERARVRAARKHILVWAPRQSPPPDWHLPLPQEKDE*MADGSGWQPPRPCEAYRAEWKLCRSARHFLHHYYVHGERPACEQWQRDLAS.... Result: 1 (the proteins interact). (3) Protein 1 (ENSG00000166147) has sequence MRRGRLLEIALGFTVLLASYTSHGADANLEAGNVKETRASRAKRRGGGGHDALKGPNVCGSRYNAYCCPGWKTLPGGNQCIVPICRHSCGDGFCSRPNMCTCPSGQIAPSCGSRSIQHCNIRCMNGGSCSDDHCLCQKGYIGTHCGQPVCESGCLNGGRCVAPNRCACTYGFTGPQCERDYRTGPCFTVISNQMCQGQLSGIVCTKTLCCATVGRAWGHPCEMCPAQPHPCRRGFIPNIRTGACQDVDECQAIPGLCQGGNCINTVGSFECKCPAGHKLNEVSQKCEDIDECSTIPGICE.... Protein 2 (ENSG00000139083) has sequence XMTYEKMSRALRHYYKLNIIRKEPGQRLLFRFLFFLPRGSGLFLLLLGLG*MSETPAQCSIKQERISYTPPESPVPSYASSTPLHVPVPRALRMEEDSIRLPAHLRLQPIYWSRDDVAQWLKWAENEFSLRPIDSNTFEMNGKALLLLTKEDFRYRSPHSGDVLYELLQHILKQRKPRILFSPFFHPGNSIHTQPEVILHQNHEEDNCVQRTPRPSVDNVHHNPPTIELLHRSRSPITTNHRPSPDPEQRPLRSPLDNMIRRLSPAERAQGPRPHQENNHQESYPLSVSPMENNHCPASS.... Result: 0 (the proteins do not interact). (4) Protein 1 (ENSG00000170482) has sequence MRAQEDLEGRTQHETTRDPSTPLPTEPKFDMLYKIEDVPPWYLCILLGFQHYLTCFSGTIAVPFLLAEALCVGHDQHMVSQLIGTIFTCVGITTLIQTTVGIRLPLFQASAFAFLVPAKAILALERWKCPPEEEIYGNWSLPLNTSHIWHPRIREVGLHVQGAIMVSSVVEVVIGLLGLPGALLNYIGPLTVTPTVSLIGLSVFQAAGDRAGSHWGISACSILLIILFSQYLRNLTFLLPVYRWGKGLTLLRIQIFKMFPIMLAIMTVWLLCYVLTLTDVLPTDPKAYGFQARTDARGDI.... Result: 0 (the proteins do not interact). Protein 2 (ENSG00000147535) has sequence MGKAAAAVAFGAEVGVRLALFAAFLVTELLPPFQRLIQPEEMWLYRNPYVEAEYFPTKPMFVIAFLSPLSLIFLAKFLKKADTRDSRQACLAASLALALNGVFTNTIKLIVGRPRPDFFYRCFPDGLAHSDLMCTGDKDVVNEGRKSFPSGHSSFAFAGLAFASFYLAGKLHCFTPQGRGKSWRFCAFLSPLLFAAVIALSRTCDYKHHWQGPFKW*MGKAAAAVAFGAEVGVRLALFAAFLVTELLPPFQRLIQPEEMWLYRNPYVEAEYFPTKPMFVIAFLSPLSLIFLAKFLKKADT.... (5) Protein 2 (ENSG00000162714) has sequence MPTALCPRVLAPKESEEPRKMRSPPGENPSPQGELPSPESSRRLFRRFRYQEAAGPREALQRLWDLCGGWLRPERHTKEQILELLVLEQFLAILPREIQSWVRAQEPESGEQAVAAVEALEREPGRPWQWLKHCEDPVVIDDGDSPLDQEQEQLPVEPHSDLAKNQDAQPITLAQCLGLPSRPPSQLSGDPVLQDAFLLQEENVRDTQQVTTLQLPPSRVSPFKDMILCFSEEDWSLLDPAQTGFYGEFIIGEDYGVSMPPNDLAAQPDLSQGEENEPRVPELQDLQGKEVPQVSYLDSP.... Protein 1 (ENSG00000168283) has sequence MHRTTRIKITELNPHLMCVLCGGYFIDATTIIECLHSFCKTCIVRYLETSKYCPICDVQVHKTRPLLNIRSDKTLQDIVYKLVPGLFKNEMKRRRDFYAAHPSADAANGSNEDRGEVADEDKRIITDDEIISLSIEFFDQNRLDRKVNKDKEKSKEEVNDKRYLRCPAAMTVMHLRKFLRSKMDIPNTFQIDVMYEEEPLKDYYTLMDIAYIYTWRRNGPLPLKYRVRPTCKRMKISHQRDGLTNAGELESDSGSDKANSPAGGIPSTSSCLPSPSTPVQSPHPQFPHISSTMNGTSNSP.... Result: 0 (the proteins do not interact). (6) Protein 1 (ENSG00000085872) has sequence MEMPLPPDDQELRNVIDKLAQFVARNGPEFEKMTMEKQKDNPKFSFLFGGEFYSYYKCKLALEQQQLICKQQTPELEPAATMPPLPQPPLAPAAPIPPAQGAPSMDELIQQSQWNLQQQEQHLLALRQEQVTAAVAHAVEQQMQKLLEETQLDMNEFDNLLQPIIDTCTKDAISAGKNWMFSNAKSPPHCELMAGHLRNRITADGAHFELRLHLIYLINDVLHHWALTRGKSLPHSQRKQARELLAALQKVVVPIYCTSFLAVEEDKQQKIARLLQLWEKNGYFDDSIIQQLQSPALGLG.... Result: 1 (the proteins interact). Protein 2 (ENSG00000100320) has sequence MEKKKMVTQGNQEPTTTPDAMVQPFTTIPFPPPPQNGIPTEYGVPHTQDYAGQTGEHNLTLYGSTQAHGEQSSNSPSTQNGSLTTEGGAQTDGQQSQTQSSENSESKSTPKRLHVSNIPFRFRDPDLRQMFGGFGFVTFENSADADRAREKLHGTVVEGRKIEVNNATARVMTNKKMVTPYANGWKLSPVVGAVYGPELYAASSFQADVSLGNDAAVPLSGRGGINTYIPLIIPGFPYPTAATTAAAFRGAHLRGRGRTVYGAVRAVPPTAIPAYPGVVYQDGFYGADLYGGYAAYRYAQ.... (7) Protein 1 (ENSG00000185053) has sequence MTREQYILATQQNNLPRTENAQLYPVGIYGWRKRCLYFFVLLLLVTMIVNLAMTIWILKVMNFTVDSPLVLQSDRNVTVNARNHMGQLTGQLTIGADAVEAQCKRFEVRASEDGRVLFSADEDEITIGAEKLKVTGTEGAVFGHSVETPHIRAEPSQDLRLESPTRSLIMEAPRGVQVSAAAGDFKATCRKELHLQSTEGEIFLNAETIKLGNLPTGSFSSSSPSSSSSRQTVYELCVCPNGKLYLSPAGVGSTCQSSSNICLWS*MDRSTNLDIEELKMTREQYILATQQNNLPRTENA.... Protein 2 (ENSG00000139508) has sequence MKILFVEPAIFLSAFAMTLTGPLTTQYVYRRIWEETGNYTFSSDSNISECEKNKSSPIFAFQEEVQKKVSRFNLQMDISGLIPGLVSTFILLSISDHYGRKFPMILSSVGALATSVWLCLLCYFAFPFQLLIASTFIGAFCGNYTTFWGACFAYIVDQCKEHKQKTIRIAIIDFLLGLVTGLTGLSSGYFIRELGFEWSFLIIAVSLAVNLIYILFFLGDPVKECSSQNVTMSCSEGFKNLFYRTYMLFKNASGKRRFLLCLLLFTVITYFFVVIGIAPIFILYELDSPLCWNEVFIGYG.... Result: 0 (the proteins do not interact). (8) Protein 1 (ENSG00000185049) has sequence MASMRESDTGLWLHNKLGATDELWAPPSIASLLTAAVIDNIRLCFHGLSSAVKLKLLLGTLHLPRRTVDEWVSVKRLPCCHWSAST*RKAWGWGFSPGVWTGQGAVVHPQRQPAQLSHTVSSPVGAWQRHRHAMAWLSAFPRGRGFMWPKQALVWMDLASQMKGALMEIIQLASLDSDPWVLMVADILKSFPDTGSLNLELEEQNPNVQDILGELREKVGECEASAMLPLECQYLNKNALTTLAGPLTPPVKHFQLKRKPKSATLRAELLQKSTETAQQLKRSAGVPFHAKGRGLLRKMD.... Protein 2 (ENSG00000080298) has sequence MQTSETGSDTGSTVTLQTSVASQAAVPTQVVQQVPVQQQVQQVQTVQQVQHVYPAQVQYVEGSDTVYTNGAIRTTTYPYTETQMYSQNTGGNYFDTQGSSAQVTTVVSSHSMVGTGGIQMGVTGGQLISSSGGTYLIGNSMENSGHSVTHTTRASPATIEMAIETLQKSDGLSTHRSSLLNSHLQWLLDNYETAEGVSLPRSTLYNHYLRHCQEHKLDPVNAASFGKLIRSIFMGLRTRRLGTRGNSKYHYYGIRVKPDSPLNRLQEDMQYMAMRQQPMQQKQRYKPMQKVDGVADGFTG.... Result: 0 (the proteins do not interact). (9) Protein 1 (ENSG00000063515) has sequence MAAAAGGAASRRGAGRPCPFSIEHILSSLPERSLPARAACPPQPAGRQSPAKPEEPGAPEAAPCACCCCCGPRAAPCGPPEAAAGLGARLAWPLRLGPAVPLSLGAPAGGSGALPGAVGPGSQRRTRRHRTIFSEEQLQALEALFVQNQYPDVSTRERLAGRIRLREERVEVWFKNRRAKWRHQKRASASARLLPGVKKSPKGSC*. Protein 2 (ENSG00000126461) has sequence MEEEDESRGKTEESGEDRGDGPPDRDPTLSPSAFILRAIQQAVGSSLQGDLPNDKDGSRCHGLRWRRCRSPRSEPRSQESGGTDTATVLDMATDSFLAGLVSVLDPPDTWVPSRLDLRPGESEDMLELVAEVRIGDRDPIPLPVPSLLPRLRAWRTGKTVSPQSNSSRPTCARHLTLGTGDGGPAPPPAPSSASSSPSPSPSSSSPSPPPPPPPPAPPAPPAPRFDIYDPFHPTDEAYSPPPAPEQKYDPFEPTGSNPSSSAGTPSPEEEEEEEEEEEEEEEDEEEEEGLSQSISRISET.... Result: 1 (the proteins interact). (10) Protein 1 (ENSG00000112592) has sequence MDQNNSLPPYAQGLASPQGAMTPGIPIFSPMMPYGTGLTPQPIQNTNSLSILEEQQRQQQQQQQQQQQQQQQQQQQQQQQQQQQQQQQQQQQQQQAVAAAAVQQSTSQQATQGTSGQAPQLFHSQTLTTAPLPGTTPLYPSPMTPMTPITPATPASESSGIVPQLQNIVSTVNLGCKLDLKTIALRARNAEYNPKRFAAVIMRIREPRTTALIFSSGKMVCTGAKSEEQSRLAARKYARVVQKLGFPAKFLDFKIQNMVGSCDVKFPIRLEGLVLTHQQFSSYEPELFPGLIYRMIKPRI.... Protein 2 (ENSG00000166523) has sequence MNSSKSSETQCTERGCFSSQMFLWTVAGIPILFLSACFITRCVVTFRIFQTCDEKKFQLPENFTELSCYNYGSGSVKNCCPLNWEYFQSSCYFFSTDTISWALSLKNCSAMGAHLVVINSQEEQEFLSYKKPKMREFFIGLSDQVVEGQWQWVDGTPLTKSLSFWDVGEPNNIATLEDCATMRDSSNPRQNWNDVTCFLNYFRICEMVGINPLNKGKSL*MNSSKSSETQCTERGCFSSQMFLWTVAGIPILFLSACFITRCVVTFRIFQTCDEKKFQLPENFTELSCYNYGSGIIVPKV.... Result: 0 (the proteins do not interact).